Dataset: hERG potassium channel inhibition data for cardiac toxicity prediction from Karim et al.. Task: Regression/Classification. Given a drug SMILES string, predict its toxicity properties. Task type varies by dataset: regression for continuous values (e.g., LD50, hERG inhibition percentage) or binary classification for toxic/non-toxic outcomes (e.g., AMES mutagenicity, cardiotoxicity, hepatotoxicity). Dataset: herg_karim. (1) The compound is COC1COCCC1NC1CCC(C(=O)N2CCN(c3nncc(C(F)(F)F)n3)CC2)(C(C)C)C1. The result is 1 (blocker). (2) The compound is O=C(CC1CCN(Cc2ccc(-c3ccc(Cl)cc3)o2)CC1)N1CCCC(CO)C1. The result is 1 (blocker). (3) The compound is CNC(=O)c1c(NCC2CCC3(CCC3)CC2)nc(C#N)nc1OCCO. The result is 0 (non-blocker). (4) The molecule is COC(=O)C1C(OC(=O)c2ccccc2)CC2CCC1N2C. The result is 1 (blocker). (5) The compound is CONC(=O)N(Cc1ccsc1)C1CCN([C@H](C)CCNC(=O)c2c(C)cc(Cl)nc2Cl)CC1. The result is 1 (blocker). (6) The molecule is C[NH+]1CC[NH+]([C@@H]2c3ccccc3Nc3ccc(Cl)cc3N2O)CC1. The result is 0 (non-blocker). (7) The result is 0 (non-blocker). The drug is CC(=O)Nc1ccc(OC[C@](C)(O)C(=O)Nc2ccc([N+](=O)[O-])c(C(F)(F)F)c2)cc1.